Binary Classification. Given a drug SMILES string, predict its activity (active/inactive) in a high-throughput screening assay against a specified biological target. From a dataset of HIV replication inhibition screening data with 41,000+ compounds from the AIDS Antiviral Screen. (1) The drug is Br.CCN1CCC(O)(c2ccc(Cl)c(Cl)c2)C(C(=O)c2ccc(Cl)c(Cl)c2)C1. The result is 0 (inactive). (2) The drug is CCC1(CC)C(=O)N(C(=O)c2ccc(C)cc2)N(C(=O)c2ccc(C)cc2)C1=O. The result is 0 (inactive). (3) The drug is CCOC(=O)c1c2c(n3ccc(C)cc13)C(=O)C(c1ccc([N+](=O)[O-])cc1)S2. The result is 0 (inactive). (4) The molecule is COC(C(=O)OCC1C2OC(c3cc4c(cc32)OCO4)C1COC(C)=O)(c1ccccc1)C(F)(F)F. The result is 0 (inactive).